This data is from Catalyst prediction with 721,799 reactions and 888 catalyst types from USPTO. The task is: Predict which catalyst facilitates the given reaction. (1) Reactant: C[O:2][C:3]([C:5]1[S:6][C:7]([C:11]2[CH:16]=[CH:15][CH:14]=[CH:13][CH:12]=2)=[CH:8][C:9]=1[I:10])=[O:4].[Li]. Product: [I:10][C:9]1[CH:8]=[C:7]([C:11]2[CH:16]=[CH:15][CH:14]=[CH:13][CH:12]=2)[S:6][C:5]=1[C:3]([OH:4])=[O:2]. The catalyst class is: 38. (2) Reactant: [CH2:1]([N:3]1[C:7]2=[N:8][C:9]([CH2:44][CH3:45])=[C:10]([CH2:19][NH:20][C:21](=[O:43])[C:22]3[CH:27]=[CH:26][C:25]([NH:28][C:29](=[O:42])[CH2:30][CH2:31][CH2:32][CH2:33][CH2:34][CH2:35][CH2:36][N:37]([CH2:39][CH2:40][OH:41])[CH3:38])=[CH:24][CH:23]=3)[C:11]([NH:12][CH:13]3[CH2:18][CH2:17][O:16][CH2:15][CH2:14]3)=[C:6]2[CH:5]=[N:4]1)[CH3:2].[BrH:46]. Product: [BrH:46].[CH2:1]([N:3]1[C:7]2=[N:8][C:9]([CH2:44][CH3:45])=[C:10]([CH2:19][NH:20][C:21](=[O:43])[C:22]3[CH:27]=[CH:26][C:25]([NH:28][C:29](=[O:42])[CH2:30][CH2:31][CH2:32][CH2:33][CH2:34][CH2:35][CH2:36][N:37]([CH2:39][CH2:40][OH:41])[CH3:38])=[CH:24][CH:23]=3)[C:11]([NH:12][CH:13]3[CH2:14][CH2:15][O:16][CH2:17][CH2:18]3)=[C:6]2[CH:5]=[N:4]1)[CH3:2]. The catalyst class is: 32. (3) Reactant: [Br:1][C:2]1[CH:19]=[CH:18][C:5]([CH2:6][O:7][C:8]2[CH:13]=[CH:12][C:11]([C@@H:14]3[CH2:16][C@H:15]3[NH2:17])=[CH:10][CH:9]=2)=[CH:4][CH:3]=1.[Cl:20][CH2:21][CH:22]=O. Product: [Br:1][C:2]1[CH:3]=[CH:4][C:5]([CH2:6][O:7][C:8]2[CH:13]=[CH:12][C:11]([C@@H:14]3[CH2:16][C@H:15]3[NH:17][CH2:22][CH2:21][Cl:20])=[CH:10][CH:9]=2)=[CH:18][CH:19]=1. The catalyst class is: 2. (4) Reactant: C[O:2][C:3](=[O:38])[CH2:4][CH2:5][CH2:6][N:7]1[CH2:12][CH2:11][CH2:10][C@@H:9]([O:13][C:14]2[C:15]3[C:22]([C:23]4[CH:28]=[CH:27][C:26]([O:29][CH3:30])=[CH:25][CH:24]=4)=[C:21]([C:31]4[CH:36]=[CH:35][CH:34]=[CH:33][C:32]=4[F:37])[O:20][C:16]=3[N:17]=[CH:18][N:19]=2)[CH2:8]1.[OH-].[Na+].Cl.C(OCC)(=O)C. Product: [F:37][C:32]1[CH:33]=[CH:34][CH:35]=[CH:36][C:31]=1[C:21]1[O:20][C:16]2[N:17]=[CH:18][N:19]=[C:14]([O:13][C@@H:9]3[CH2:10][CH2:11][CH2:12][N:7]([CH2:6][CH2:5][CH2:4][C:3]([OH:38])=[O:2])[CH2:8]3)[C:15]=2[C:22]=1[C:23]1[CH:28]=[CH:27][C:26]([O:29][CH3:30])=[CH:25][CH:24]=1. The catalyst class is: 12. (5) Reactant: [NH2:1][C:2]1[CH:3]=[C:4]([C@@H:8]([NH:10][C:11]2[CH:16]=[N:15][CH:14]=[C:13]([Cl:17])[N:12]=2)[CH3:9])[CH:5]=[CH:6][CH:7]=1.[CH3:18][C:19]1[CH:27]=[CH:26][C:22]([C:23](O)=[O:24])=[CH:21][N:20]=1.Cl.CN(C)CCCN=C=NCC.N1(C2C=CN=CC=2)CCCC1.C(N(CC)CC)C. Product: [Cl:17][C:13]1[N:12]=[C:11]([NH:10][C@H:8]([C:4]2[CH:3]=[C:2]([NH:1][C:23](=[O:24])[C:22]3[CH:26]=[CH:27][C:19]([CH3:18])=[N:20][CH:21]=3)[CH:7]=[CH:6][CH:5]=2)[CH3:9])[CH:16]=[N:15][CH:14]=1. The catalyst class is: 96. (6) Reactant: [C:1]([CH2:6][C:7]([O:9][CH2:10][CH3:11])=[O:8])(=[O:5])[CH2:2][CH2:3][CH3:4]. Product: [CH2:10]([O:9][C:7](=[O:8])[CH2:6][C@@H:1]([OH:5])[CH2:2][CH2:3][CH3:4])[CH3:11]. The catalyst class is: 5. (7) Reactant: [CH3:1][C:2]([C:8]1[O:12][N:11]=[C:10]([C:13](OCC)=[O:14])[CH:9]=1)([O:4][CH2:5][C:6]#[CH:7])[CH3:3].[BH4-].[Na+].O. Product: [CH3:3][C:2]([C:8]1[O:12][N:11]=[C:10]([CH2:13][OH:14])[CH:9]=1)([O:4][CH2:5][C:6]#[CH:7])[CH3:1]. The catalyst class is: 8. (8) The catalyst class is: 3. Reactant: [Cl:1][C:2]1[CH:17]=[CH:16][C:5]([O:6][C@@H:7]([CH3:15])[CH2:8][CH2:9][O:10]S(C)(=O)=O)=[C:4]([O:18][C:19]2[CH:24]=[CH:23][CH:22]=[CH:21][CH:20]=2)[CH:3]=1.C([O:27][C:28](=[O:39])[CH2:29][CH2:30][C:31]1[CH:32]=[N:33][C:34](O)=[CH:35][C:36]=1[CH3:37])C.C(=O)([O-])[O-].[Cs+].[Cs+].[OH-].[Na+]. Product: [Cl:1][C:2]1[CH:17]=[CH:16][C:5]([O:6][C@H:7]([CH3:15])[CH2:8][CH2:9][O:10][C:34]2[N:33]=[CH:32][C:31]([CH2:30][CH2:29][C:28]([OH:39])=[O:27])=[C:36]([CH3:37])[CH:35]=2)=[C:4]([O:18][C:19]2[CH:24]=[CH:23][CH:22]=[CH:21][CH:20]=2)[CH:3]=1. (9) Reactant: CC1C=CC(S(O[CH2:12][CH:13]2[O:18][C:17]3[CH:19]=[C:20]([S:24]([CH3:27])(=[O:26])=[O:25])[CH:21]=[C:22]([F:23])[C:16]=3[O:15][CH2:14]2)(=O)=O)=CC=1.[CH2:28]([NH2:30])[CH3:29]. Product: [F:23][C:22]1[C:16]2[O:15][CH2:14][CH:13]([CH2:12][NH:30][CH2:28][CH3:29])[O:18][C:17]=2[CH:19]=[C:20]([S:24]([CH3:27])(=[O:25])=[O:26])[CH:21]=1. The catalyst class is: 10.